From a dataset of Forward reaction prediction with 1.9M reactions from USPTO patents (1976-2016). Predict the product of the given reaction. (1) Given the reactants I[C:2]1[C:10]2[C:9](=[O:11])[N:8]([CH2:12][C:13]([F:16])([F:15])[F:14])[CH:7]=[N:6][C:5]=2[N:4]([CH3:17])[CH:3]=1.C([Sn](CCCC)(CCCC)[C:23]1[CH:28]=[CH:27][CH:26]=[CH:25][N:24]=1)CCC, predict the reaction product. The product is: [CH3:17][N:4]1[C:5]2[N:6]=[CH:7][N:8]([CH2:12][C:13]([F:16])([F:15])[F:14])[C:9](=[O:11])[C:10]=2[C:2]([C:23]2[CH:28]=[CH:27][CH:26]=[CH:25][N:24]=2)=[CH:3]1. (2) Given the reactants C1CCN2C(=NCCC2)CC1.[CH:12](=[O:19])[C:13]1[CH:18]=[CH:17][CH:16]=[CH:15][CH:14]=1.[N:20]([C:22]1[CH:27]=[CH:26][CH:25]=[CH:24][CH:23]=1)=[O:21], predict the reaction product. The product is: [OH:21][N:20]([C:22]1[CH:27]=[CH:26][CH:25]=[CH:24][CH:23]=1)[C:12](=[O:19])[C:13]1[CH:18]=[CH:17][CH:16]=[CH:15][CH:14]=1. (3) The product is: [ClH:18].[CH3:20][O:19][N:21]=[CH:16][C:12]1[CH:13]=[N:14][CH:15]=[C:10]([C:9]#[C:8][C:5]2[CH:4]=[CH:3][C:2]([F:1])=[CH:7][CH:6]=2)[CH:11]=1. Given the reactants [F:1][C:2]1[CH:7]=[CH:6][C:5]([C:8]#[C:9][C:10]2[CH:11]=[C:12]([CH:16]=O)[CH:13]=[N:14][CH:15]=2)=[CH:4][CH:3]=1.[ClH:18].[O:19]([NH2:21])[CH3:20].C(=O)([O-])[O-].[K+].[K+], predict the reaction product. (4) The product is: [F:31][C:23]1[CH:22]=[C:21]([CH2:20][C:19]([NH:18][C:14]2[C:13]([CH3:33])=[CH:12][CH:11]=[C:10]3[C:15]=2[CH:16]=[CH:17][N:8]([C@H:6]([CH3:7])[CH2:5][OH:4])[C:9]3=[O:34])=[O:32])[CH:26]=[CH:25][C:24]=1[C:27]([F:30])([F:28])[F:29]. Given the reactants C([O:4][CH2:5][C@H:6]([N:8]1[CH:17]=[CH:16][C:15]2[C:10](=[CH:11][CH:12]=[C:13]([CH3:33])[C:14]=2[NH:18][C:19](=[O:32])[CH2:20][C:21]2[CH:26]=[CH:25][C:24]([C:27]([F:30])([F:29])[F:28])=[C:23]([F:31])[CH:22]=2)[C:9]1=[O:34])[CH3:7])(=O)C.C(=O)([O-])[O-].[K+].[K+].CO, predict the reaction product. (5) Given the reactants [NH2:1][C:2]1[CH:7]=[CH:6][C:5]([C:8]2([C:13]([NH2:15])=[O:14])[CH2:12][CH2:11][CH2:10][CH2:9]2)=[CH:4][CH:3]=1.[CH3:16][O:17][C:18]1[CH:19]=[C:20]([CH:24]=[CH:25][C:26]=1[O:27][CH3:28])[C:21](Cl)=[O:22], predict the reaction product. The product is: [C:13]([C:8]1([C:5]2[CH:4]=[CH:3][C:2]([NH:1][C:21](=[O:22])[C:20]3[CH:24]=[CH:25][C:26]([O:27][CH3:28])=[C:18]([O:17][CH3:16])[CH:19]=3)=[CH:7][CH:6]=2)[CH2:12][CH2:11][CH2:10][CH2:9]1)(=[O:14])[NH2:15]. (6) Given the reactants [NH:1]1[C:9]2[C:4](=[CH:5][C:6]([C:10](OC)=[O:11])=[CH:7][CH:8]=2)[CH:3]=[N:2]1.[H-].C([Al+]CC(C)C)C(C)C.[O-]S([O-])(=O)=O.[Na+].[Na+], predict the reaction product. The product is: [NH:1]1[C:9]2[C:4](=[CH:5][C:6]([CH2:10][OH:11])=[CH:7][CH:8]=2)[CH:3]=[N:2]1. (7) Given the reactants [CH:1]1([N:7]2[CH2:12][CH2:11][CH2:10][CH2:9][C:8]2=[O:13])[CH2:6][CH2:5][CH2:4][CH2:3][CH2:2]1.C[Si]([N-][Si](C)(C)C)(C)C.[Li+].Br[CH2:25][C:26]1[C:31]([F:32])=[CH:30][CH:29]=[CH:28][C:27]=1[Cl:33], predict the reaction product. The product is: [Cl:33][C:27]1[CH:28]=[CH:29][CH:30]=[C:31]([F:32])[C:26]=1[CH2:25][CH:9]1[CH2:10][CH2:11][CH2:12][N:7]([CH:1]2[CH2:2][CH2:3][CH2:4][CH2:5][CH2:6]2)[C:8]1=[O:13].